This data is from Catalyst prediction with 721,799 reactions and 888 catalyst types from USPTO. The task is: Predict which catalyst facilitates the given reaction. (1) Reactant: [N:1]([CH:4]1[CH2:9][CH2:8][N:7]([S:10]([CH3:13])(=[O:12])=[O:11])[CH2:6][CH:5]1[OH:14])=[N+]=[N-]. Product: [NH2:1][CH:4]1[CH2:9][CH2:8][N:7]([S:10]([CH3:13])(=[O:12])=[O:11])[CH2:6][CH:5]1[OH:14]. The catalyst class is: 29. (2) Reactant: [Br:1][C:2]1[C:3]([N:19]([CH3:24])[S:20]([CH3:23])(=[O:22])=[O:21])=[CH:4][C:5]2[O:9][C:8]([C:10](OC)=[O:11])=[C:7]([C:14](=[O:17])[NH:15][CH3:16])[C:6]=2[CH:18]=1.O.[NH2:26][NH2:27]. Product: [Br:1][C:2]1[C:3]([N:19]([CH3:24])[S:20]([CH3:23])(=[O:22])=[O:21])=[CH:4][C:5]2[O:9][C:8]([C:10]([NH:26][NH2:27])=[O:11])=[C:7]([C:14]([NH:15][CH3:16])=[O:17])[C:6]=2[CH:18]=1. The catalyst class is: 14. (3) Product: [CH2:33]=[CH:34][CH:36]=[CH:38][CH2:40][CH2:42][CH2:48][CH2:49][CH2:50][CH2:51][CH2:52][CH2:18][CH2:23][CH2:22][CH2:21][CH2:20][CH3:19]. Reactant: N1C=CC(=O)NC1=O.C[C@H]1O[C@H]2O[C@H:18]3[C@H:23](O[C@@]2(O)C(=O)C1)[C@@H:22](NC)[C@@H:21](O)[C@@H:20](NC)[C@@H:19]3O.O=[CH:33][C@@H:34]([C@H:36]([C@@H:38]([C@@H:40]([CH2:42]O)O)O)O)O.CC(S[C@@H:48]1O[C@H:52](CO)[C@H:51](O)[C@H:50](O)[C@H:49]1O)C. The catalyst class is: 5. (4) Reactant: [CH3:1][C:2]1[N:6]([C:7]2[CH:8]=[C:9]([C:13]3[CH:18]=[CH:17][CH:16]=[CH:15][C:14]=3[O:19][C:20]([F:23])([F:22])[F:21])[CH:10]=[CH:11][CH:12]=2)[N:5]=[C:4]([CH2:24][OH:25])[CH:3]=1.[C:26](N1C=CN=C1)([N:28]1C=CN=[CH:29]1)=[O:27].CN. The catalyst class is: 4. Product: [CH3:29][NH:28][C:26](=[O:27])[O:25][CH2:24][C:4]1[CH:3]=[C:2]([CH3:1])[N:6]([C:7]2[CH:8]=[C:9]([C:13]3[CH:18]=[CH:17][CH:16]=[CH:15][C:14]=3[O:19][C:20]([F:22])([F:23])[F:21])[CH:10]=[CH:11][CH:12]=2)[N:5]=1. (5) Reactant: [CH3:1][C:2]1[C:7]([CH2:8]O)=[CH:6][CH:5]=[C:4]([C:10]2[CH:15]=[CH:14][C:13]([O:16][C:17]([F:20])([F:19])[F:18])=[CH:12][CH:11]=2)[N:3]=1.O=S(Cl)[Cl:23]. Product: [Cl:23][CH2:8][C:7]1[C:2]([CH3:1])=[N:3][C:4]([C:10]2[CH:15]=[CH:14][C:13]([O:16][C:17]([F:20])([F:19])[F:18])=[CH:12][CH:11]=2)=[CH:5][CH:6]=1. The catalyst class is: 2. (6) Reactant: [NH2:1][C:2]1[CH:7]=[C:6]([C:8]2[C:9]([C:13]3[CH:14]=[C:15]([NH:19][C:20]([NH:22][C:23]4[CH:28]=[CH:27][C:26]([C:29]([F:32])([F:31])[F:30])=[CH:25][CH:24]=4)=[O:21])[CH:16]=[CH:17][CH:18]=3)=[N:10][NH:11][CH:12]=2)[CH:5]=[CH:4][N:3]=1.C(N(CC)C(C)C)(C)C.[C:42](Cl)(=[O:45])[CH2:43][CH3:44].[Na]. Product: [F:30][C:29]([F:31])([F:32])[C:26]1[CH:27]=[CH:28][C:23]([NH:22][C:20]([NH:19][C:15]2[CH:14]=[C:13]([C:9]3[C:8]([C:6]4[CH:5]=[CH:4][N:3]=[C:2]([NH:1][C:42](=[O:45])[CH2:43][CH3:44])[CH:7]=4)=[CH:12][NH:11][N:10]=3)[CH:18]=[CH:17][CH:16]=2)=[O:21])=[CH:24][CH:25]=1. The catalyst class is: 7.